This data is from Forward reaction prediction with 1.9M reactions from USPTO patents (1976-2016). The task is: Predict the product of the given reaction. (1) Given the reactants [O:1]1[C:5]2[CH:6]=[CH:7][C:8]([C:10]3(O)[CH2:15][CH2:14][O:13][CH2:12][CH2:11]3)=[CH:9][C:4]=2[CH:3]=[CH:2]1.C([SiH](CC)CC)C.C(O)(C(F)(F)F)=O, predict the reaction product. The product is: [O:13]1[CH2:12][CH2:11][CH:10]([C:8]2[CH:7]=[CH:6][C:5]3[O:1][CH:2]=[CH:3][C:4]=3[CH:9]=2)[CH2:15][CH2:14]1. (2) Given the reactants [CH2:1]([O:8][C:9]([N:11]1[CH2:17][CH2:16][C:15]2[C:18]([F:23])=[CH:19][CH:20]=[C:21](O)[C:14]=2[CH2:13][CH2:12]1)=[O:10])[C:2]1[CH:7]=[CH:6][CH:5]=[CH:4][CH:3]=1.CCN(CC)CC.FC(F)(F)S(OS(C(F)(F)F)(=O)=O)(=O)=O.[O-]S(C(F)(F)F)(=O)=O.[CH2:54]([O:56][C:57](=[O:76])[CH2:58][C:59]1[CH:64]=[CH:63][C:62]([O:65][CH3:66])=[C:61](B2OC(C)(C)C(C)(C)O2)[CH:60]=1)[CH3:55].C(=O)([O-])[O-].[Na+].[Na+], predict the reaction product. The product is: [CH2:1]([O:8][C:9]([N:11]1[CH2:12][CH2:13][C:14]2[C:21]([C:61]3[CH:60]=[C:59]([CH2:58][C:57]([O:56][CH2:54][CH3:55])=[O:76])[CH:64]=[CH:63][C:62]=3[O:65][CH3:66])=[CH:20][CH:19]=[C:18]([F:23])[C:15]=2[CH2:16][CH2:17]1)=[O:10])[C:2]1[CH:3]=[CH:4][CH:5]=[CH:6][CH:7]=1.